From a dataset of Catalyst prediction with 721,799 reactions and 888 catalyst types from USPTO. Predict which catalyst facilitates the given reaction. (1) Product: [C:1]([C:5]1[CH:10]=[CH:9][C:8]([S:11]([NH:14][C:15]2[CH:20]=[CH:19][C:18]([Cl:21])=[CH:17][C:16]=2[C:22]([C:24]2[CH:25]=[N:26][C:27]([S:32][CH3:31])=[CH:28][CH:29]=2)=[O:23])(=[O:13])=[O:12])=[CH:7][CH:6]=1)([CH3:4])([CH3:3])[CH3:2]. The catalyst class is: 1. Reactant: [C:1]([C:5]1[CH:10]=[CH:9][C:8]([S:11]([NH:14][C:15]2[CH:20]=[CH:19][C:18]([Cl:21])=[CH:17][C:16]=2[C:22]([C:24]2[CH:25]=[N:26][C:27](Cl)=[CH:28][CH:29]=2)=[O:23])(=[O:13])=[O:12])=[CH:7][CH:6]=1)([CH3:4])([CH3:3])[CH3:2].[CH3:31][S-:32].[Na+]. (2) Reactant: [OH-].[K+].[C:3]1([C:9]2[C:17]([CH2:18][C:19]3[N:24]=[C:23]([C:25]([O:27]C)=[O:26])[CH:22]=[CH:21][CH:20]=3)=[C:12]3[CH:13]=[CH:14][CH:15]=[CH:16][N:11]3[N:10]=2)[CH:8]=[CH:7][CH:6]=[CH:5][CH:4]=1.Cl. Product: [C:3]1([C:9]2[C:17]([CH2:18][C:19]3[N:24]=[C:23]([C:25]([OH:27])=[O:26])[CH:22]=[CH:21][CH:20]=3)=[C:12]3[CH:13]=[CH:14][CH:15]=[CH:16][N:11]3[N:10]=2)[CH:4]=[CH:5][CH:6]=[CH:7][CH:8]=1. The catalyst class is: 5.